Dataset: Reaction yield outcomes from USPTO patents with 853,638 reactions. Task: Predict the reaction yield, written as a fraction of the theoretical maximum amount of product (1.0 means a 100% yield; for example, 0.34 means a 34% yield). (1) The reactants are [CH2:1]([CH:8]1[CH2:13][CH2:12][N:11]([CH2:14][C:15]([NH:17][C:18]2[CH:23]=[CH:22][C:21]([O:24]C)=[CH:20][CH:19]=2)=[O:16])[CH2:10][CH2:9]1)[C:2]1[CH:7]=[CH:6][CH:5]=[CH:4][CH:3]=1.B(Br)(Br)Br. The catalyst is ClCCl. The product is [CH2:1]([CH:8]1[CH2:9][CH2:10][N:11]([CH2:14][C:15]([NH:17][C:18]2[CH:19]=[CH:20][C:21]([OH:24])=[CH:22][CH:23]=2)=[O:16])[CH2:12][CH2:13]1)[C:2]1[CH:3]=[CH:4][CH:5]=[CH:6][CH:7]=1. The yield is 0.620. (2) The reactants are [NH2:1][C:2]1[CH:6]=[CH:5]NN=1.CO[C:9](=[O:20])[C:10]1[CH:15]=[CH:14][C:13]([C:16]([F:19])([F:18])[F:17])=[CH:12][CH:11]=1.[H-].[Na+].C(#N)CC. No catalyst specified. The product is [CH3:5][CH:6]([C:9](=[O:20])[C:10]1[CH:11]=[CH:12][C:13]([C:16]([F:17])([F:18])[F:19])=[CH:14][CH:15]=1)[C:2]#[N:1]. The yield is 0.960. (3) The reactants are CC1(C)[O:7][C:6](=[O:8])[CH2:5][C:4](=O)O1.[Br:11][C:12]1[CH:19]=[CH:18][C:15](C=O)=[CH:14][CH:13]=1.Cl. The catalyst is C(O)(=O)C.O. The product is [Br:11][C:12]1[CH:19]=[CH:18][C:15]([CH2:4][CH2:5][C:6]([OH:7])=[O:8])=[CH:14][CH:13]=1. The yield is 0.670. (4) The reactants are [Cl:1][C:2]1[CH:3]=[CH:4][C:5]2[NH:6][C:7]3[C:12]([C:13]=2[CH:14]=1)=[CH:11][C:10]([Cl:15])=[CH:9][CH:8]=3.[C:16]([O:20][C:21]([N:23]1[CH2:28][CH2:27][N:26]([CH2:29][CH:30]2[CH2:32][O:31]2)[CH2:25][CH2:24]1)=[O:22])([CH3:19])([CH3:18])[CH3:17]. No catalyst specified. The product is [C:16]([O:20][C:21]([N:23]1[CH2:24][CH2:25][N:26]([CH2:29][CH:30]([OH:31])[CH2:32][N:6]2[C:5]3[CH:4]=[CH:3][C:2]([Cl:1])=[CH:14][C:13]=3[C:12]3[C:7]2=[CH:8][CH:9]=[C:10]([Cl:15])[CH:11]=3)[CH2:27][CH2:28]1)=[O:22])([CH3:19])([CH3:18])[CH3:17]. The yield is 0.740. (5) The reactants are [NH2:1][C:2]1[CH:7]=[CH:6][C:5](B(O)O)=[CH:4][CH:3]=1.[C:11]([O:15][C:16]([N:18]1[C@@H:23]([CH3:24])[CH:22]=[C:21](OS(C(F)(F)F)(=O)=O)[CH2:20][C@@H:19]1[CH3:33])=[O:17])([CH3:14])([CH3:13])[CH3:12]. No catalyst specified. The product is [C:11]([O:15][C:16]([N:18]1[CH:19]([CH3:33])[CH:20]=[C:21]([C:5]2[CH:6]=[CH:7][C:2]([NH2:1])=[CH:3][CH:4]=2)[CH2:22][CH:23]1[CH3:24])=[O:17])([CH3:14])([CH3:12])[CH3:13]. The yield is 0.570. (6) The reactants are [CH3:1][C:2]1[C:16](=[O:17])[N:15]=[C:14]2[N:4]([C@@H:5]3[O:9][C@H:8]([CH2:10][OH:11])[C@@H:7]([OH:12])[C@@H:6]3[O:13]2)[CH:3]=1.[CH3:18][O:19][CH2:20][CH2:21][O:22]B([O:22][CH2:21][CH2:20][O:19][CH3:18])[O:22][CH2:21][CH2:20][O:19][CH3:18]. The catalyst is COCCO. The product is [CH3:18][O:19][CH2:20][CH2:21][O:22][C@@H:6]1[C@H:7]([OH:12])[C@@H:8]([CH2:10][OH:11])[O:9][C@H:5]1[N:4]1[CH:3]=[C:2]([CH3:1])[C:16](=[O:17])[NH:15][C:14]1=[O:13]. The yield is 0.630.